This data is from Catalyst prediction with 721,799 reactions and 888 catalyst types from USPTO. The task is: Predict which catalyst facilitates the given reaction. (1) Reactant: C(N(CC)CC)C.[NH2:8][C@@H:9]1[CH2:15][CH2:14][C@@H:13]([C:16]2[CH:21]=[CH:20][CH:19]=[C:18]([F:22])[C:17]=2[F:23])[CH2:12][N:11]([CH2:24][C:25]([F:28])([F:27])[F:26])[C:10]1=[O:29].Cl[C:31](OC1C=CC([N+]([O-])=O)=CC=1)=[O:32].Cl.[NH:44]1[CH2:49][CH2:48][CH:47]([N:50]2[C:58]3[C:53](=[N:54][CH:55]=[N:56][CH:57]=3)[NH:52][C:51]2=[O:59])[CH2:46][CH2:45]1. Product: [F:23][C:17]1[C:18]([F:22])=[CH:19][CH:20]=[CH:21][C:16]=1[C@H:13]1[CH2:12][N:11]([CH2:24][C:25]([F:28])([F:26])[F:27])[C:10](=[O:29])[C@H:9]([NH:8][C:31]([N:44]2[CH2:49][CH2:48][CH:47]([N:50]3[C:58]4[C:53](=[N:54][CH:55]=[N:56][CH:57]=4)[NH:52][C:51]3=[O:59])[CH2:46][CH2:45]2)=[O:32])[CH2:15][CH2:14]1. The catalyst class is: 7. (2) Reactant: C(OC1C=C(C=C(OCC)C=1F)CN1CCC([NH:14][C:15](=O)[C:16]2[CH:21]=[C:20]([CH3:22])[C:19]([NH:23][CH3:24])=[N:18][CH:17]=2)CC1)C.[CH3:33][Si](C)(C)[N-][Si](C)(C)C.[Na+].CI. Product: [CH3:33][N:23]([CH3:24])[C:19]1[C:20]([CH3:22])=[CH:21][C:16]([C:15]#[N:14])=[CH:17][N:18]=1. The catalyst class is: 1. (3) Reactant: Br[C:2]1[C:7]([CH2:8][OH:9])=[CH:6][CH:5]=[CH:4][N:3]=1.CC([Mg]Cl)C.[CH2:15]([N:22]1[CH2:27][CH2:26][C:25](=[O:28])[CH2:24][CH2:23]1)[C:16]1[CH:21]=[CH:20][CH:19]=[CH:18][CH:17]=1. Product: [CH2:15]([N:22]1[CH2:27][CH2:26][C:25]([OH:28])([C:2]2[C:7]([CH2:8][OH:9])=[CH:6][CH:5]=[CH:4][N:3]=2)[CH2:24][CH2:23]1)[C:16]1[CH:17]=[CH:18][CH:19]=[CH:20][CH:21]=1. The catalyst class is: 7.